From a dataset of Reaction yield outcomes from USPTO patents with 853,638 reactions. Predict the reaction yield, written as a fraction of the theoretical maximum amount of product (1.0 means a 100% yield; for example, 0.34 means a 34% yield). (1) The reactants are [NH2:1][C:2]([CH3:7])([CH3:6])[C:3]([OH:5])=[O:4].S(Cl)([Cl:10])=O.[CH3:12]O. No catalyst specified. The product is [ClH:10].[CH3:12][O:4][C:3](=[O:5])[C:2]([NH2:1])([CH3:7])[CH3:6]. The yield is 0.940. (2) The reactants are [CH:1]([C:4]1[CH:9]=[CH:8][C:7]([CH:10]2[C:14]3[C:15]([CH3:34])=[C:16]([NH:21][C:22](=O)[CH2:23][CH2:24][C:25]4[CH:30]=[CH:29][C:28]([O:31][CH3:32])=[CH:27][CH:26]=4)[C:17]([CH3:20])=[C:18]([CH3:19])[C:13]=3[O:12][C:11]2([CH3:36])[CH3:35])=[CH:6][CH:5]=1)([CH3:3])[CH3:2]. The catalyst is CCCCC. The product is [CH:1]([C:4]1[CH:5]=[CH:6][C:7]([CH:10]2[C:14]3[C:15]([CH3:34])=[C:16]([NH:21][CH2:22][CH2:23][CH2:24][C:25]4[CH:26]=[CH:27][C:28]([O:31][CH3:32])=[CH:29][CH:30]=4)[C:17]([CH3:20])=[C:18]([CH3:19])[C:13]=3[O:12][C:11]2([CH3:36])[CH3:35])=[CH:8][CH:9]=1)([CH3:2])[CH3:3]. The yield is 0.990. (3) The reactants are [CH3:1][CH2:2][CH2:3][CH2:4][N:5]1[CH:10]([C:11]([NH:13][C:14]2[C:15]([CH3:21])=[CH:16][CH:17]=[CH:18][C:19]=2[CH3:20])=[O:12])[CH2:9][CH2:8][CH2:7][CH2:6]1.[OH:22][C:23]1[C:32]2[C:27](=[CH:28][CH:29]=[CH:30][CH:31]=2)[CH:26]=[CH:25][C:24]=1[C:33]([OH:35])=[O:34]. The catalyst is C1COCC1. The product is [OH:22][C:23]1[C:32]2[C:27](=[CH:28][CH:29]=[CH:30][CH:31]=2)[CH:26]=[CH:25][C:24]=1[C:33]([O-:35])=[O:34].[CH2:4]([NH+:5]1[CH2:6][CH2:7][CH2:8][CH2:9][CH:10]1[C:11](=[O:12])[NH:13][C:14]1[C:19]([CH3:20])=[CH:18][CH:17]=[CH:16][C:15]=1[CH3:21])[CH2:3][CH2:2][CH3:1]. The yield is 1.00.